Dataset: Peptide-MHC class I binding affinity with 185,985 pairs from IEDB/IMGT. Task: Regression. Given a peptide amino acid sequence and an MHC pseudo amino acid sequence, predict their binding affinity value. This is MHC class I binding data. The peptide sequence is YMYAVSGAL. The MHC is HLA-A02:06 with pseudo-sequence HLA-A02:06. The binding affinity (normalized) is 0.936.